Task: Predict the reactants needed to synthesize the given product.. Dataset: Full USPTO retrosynthesis dataset with 1.9M reactions from patents (1976-2016) (1) Given the product [F:1][C:2]1[CH:10]=[C:9]2[C:5]([C:6]([C:12]3[N:13]=[C:14]4[C:20]([C:21]([NH:40][C:36]5([CH3:35])[CH2:39][O:38][CH2:37]5)=[O:22])=[CH:19][NH:18][C:15]4=[N:16][CH:17]=3)=[N:7][N:8]2[CH3:11])=[CH:4][CH:3]=1, predict the reactants needed to synthesize it. The reactants are: [F:1][C:2]1[CH:10]=[C:9]2[C:5]([C:6]([C:12]3[N:13]=[C:14]4[C:20]([C:21](O)=[O:22])=[CH:19][NH:18][C:15]4=[N:16][CH:17]=3)=[N:7][N:8]2[CH3:11])=[CH:4][CH:3]=1.CCN=C=NCCCN(C)C.[CH3:35][C:36]1([NH2:40])[CH2:39][O:38][CH2:37]1. (2) Given the product [C:16]([C:2]1[C:3]2[CH:10]=[C:9]([C:11]([F:14])([F:13])[F:12])[CH:8]=[CH:7][C:4]=2[S:5][CH:6]=1)#[N:17], predict the reactants needed to synthesize it. The reactants are: Br[C:2]1[C:3]2[CH:10]=[C:9]([C:11]([F:14])([F:13])[F:12])[CH:8]=[CH:7][C:4]=2[S:5][CH:6]=1.[Cu][C:16]#[N:17].C(N(CC)C(=O)C)C.C(N)CN. (3) Given the product [CH3:39][O:38][CH2:37][CH:5]([CH2:4][O:44][CH3:41])[CH2:6][CH2:7][C:8]1([CH2:14][CH2:15][N:16]2[CH2:21][CH2:20][CH:19]([N:22]([C:30]3[CH:35]=[CH:34][C:33]([CH3:36])=[CH:32][N:31]=3)[C:23]([C:25]3[O:26][CH:27]=[CH:28][CH:29]=3)=[O:24])[CH2:18][CH2:17]2)[CH2:9][CH2:10][CH2:11][CH2:12][CH2:13]1, predict the reactants needed to synthesize it. The reactants are: [H-].[Na+].O[CH2:4][CH:5]([CH2:37][OH:38])[CH2:6][CH2:7][C:8]1([CH2:14][CH2:15][N:16]2[CH2:21][CH2:20][CH:19]([N:22]([C:30]3[CH:35]=[CH:34][C:33]([CH3:36])=[CH:32][N:31]=3)[C:23]([C:25]3[O:26][CH:27]=[CH:28][CH:29]=3)=[O:24])[CH2:18][CH2:17]2)[CH2:13][CH2:12][CH2:11][CH2:10][CH2:9]1.[CH3:39]I.[C:41](=[O:44])([O-])O.[Na+]. (4) The reactants are: [CH3:1][O:2][C:3](=[O:27])[CH:4]([NH:14][S:15]([C:18]1[C:19]2[CH:20]=[CH:21][NH:22][C:23]=2[CH:24]=[CH:25][CH:26]=1)(=[O:17])=[O:16])[CH2:5][CH2:6][N:7]1[CH:11]=[CH:10][CH:9]=[C:8]1[C:12]#[N:13].CC(SCC[NH2+]C(CN)=O)=O.C([O-])(C(F)(F)F)=O.C1C(=O)N([Cl:53])C(=O)C1. Given the product [CH3:1][O:2][C:3](=[O:27])[CH:4]([NH:14][S:15]([C:18]1[C:19]2[C:20]([Cl:53])=[CH:21][NH:22][C:23]=2[CH:24]=[CH:25][CH:26]=1)(=[O:17])=[O:16])[CH2:5][CH2:6][N:7]1[CH:11]=[CH:10][CH:9]=[C:8]1[C:12]#[N:13], predict the reactants needed to synthesize it. (5) The reactants are: [NH2:1][CH2:2][C@@H:3]([NH:12][C:13]1[CH:18]=[CH:17][C:16]([C:19]#[N:20])=[C:15]([Cl:21])[CH:14]=1)[CH2:4][C:5]([O:7][C:8]([CH3:11])([CH3:10])[CH3:9])=[O:6].[CH:22](=O)[C:23]1[CH:28]=[CH:27][CH:26]=[CH:25][CH:24]=1.[BH4-].[Na+]. Given the product [Cl:21][C:15]1[CH:14]=[C:13]([NH:12][C@H:3]([CH2:2][NH:1][CH2:22][C:23]2[CH:28]=[CH:27][CH:26]=[CH:25][CH:24]=2)[CH2:4][C:5]([O:7][C:8]([CH3:10])([CH3:9])[CH3:11])=[O:6])[CH:18]=[CH:17][C:16]=1[C:19]#[N:20], predict the reactants needed to synthesize it. (6) Given the product [F:41][C:4]1[CH:3]=[C:2]([NH:1][C:56]([C:53]2[C:54](=[O:55])[N:49]([C:46]3[CH:45]=[CH:44][C:43]([F:42])=[CH:48][CH:47]=3)[N:50]=[CH:51][CH:52]=2)=[O:58])[CH:40]=[CH:39][C:5]=1[O:6][C:7]1[CH:12]=[CH:11][N:10]=[C:9]2[NH:13][N:14]=[C:15]([NH:16][CH:17]3[CH2:18][CH2:19][NH:20][CH2:21][CH2:22]3)[C:8]=12, predict the reactants needed to synthesize it. The reactants are: [NH2:1][C:2]1[CH:40]=[CH:39][C:5]([O:6][C:7]2[CH:12]=[CH:11][N:10]=[C:9]3[N:13](CC4C=CC(OC)=CC=4)[N:14]=[C:15]([NH:16][CH:17]4[CH2:22][CH2:21][N:20](C(OC(C)(C)C)=O)[CH2:19][CH2:18]4)[C:8]=23)=[C:4]([F:41])[CH:3]=1.[F:42][C:43]1[CH:48]=[CH:47][C:46]([N:49]2[C:54](=[O:55])[C:53]([C:56]([OH:58])=O)=[CH:52][CH:51]=[N:50]2)=[CH:45][CH:44]=1. (7) Given the product [F:42][C:39]1[CH:40]=[CH:41][C:36](/[C:35](/[CH3:18])=[CH:34]/[N:6]2[C:7]3[CH:8]=[CH:9][C:10]([CH3:13])=[CH:11][C:12]=3[C:4]3[CH2:3][N:2]([CH3:1])[CH:15]([CH3:16])[CH2:14][C:5]2=3)=[CH:37][CH:38]=1, predict the reactants needed to synthesize it. The reactants are: [CH3:1][N:2]1[CH:15]([CH3:16])[CH2:14][C:5]2[NH:6][C:7]3[CH:8]=[CH:9][C:10]([CH3:13])=[CH:11][C:12]=3[C:4]=2[CH2:3]1.N1CCC[C@H:18]1C(O)=O.P([O-])([O-])([O-])=O.[K+].[K+].[K+].Br[CH:34]=[CH:35][C:36]1[CH:41]=[CH:40][C:39]([F:42])=[CH:38][CH:37]=1. (8) Given the product [NH2:1][C:2]1[N:3]=[C:4]([NH:10][CH2:11][CH:12]([CH2:20][CH:21]([CH3:23])[CH3:22])[C:13]([O:15][C:16]([CH3:17])([CH3:18])[CH3:19])=[O:14])[CH:5]=[C:6]([Cl:8])[N:7]=1, predict the reactants needed to synthesize it. The reactants are: [NH2:1][C:2]1[N:7]=[C:6]([Cl:8])[CH:5]=[C:4](Cl)[N:3]=1.[NH2:10][CH2:11][CH:12]([CH2:20][CH:21]([CH3:23])[CH3:22])[C:13]([O:15][C:16]([CH3:19])([CH3:18])[CH3:17])=[O:14].C(N(CC)CC)C. (9) Given the product [Cl:8][C:5]1[CH:6]=[CH:7][C:2]([NH:1][S:31]([C:28]2[CH:27]=[CH:26][C:25]([C:18]([CH3:19])([C:20]3[O:21][CH:22]=[CH:23][N:24]=3)[CH3:17])=[CH:30][CH:29]=2)(=[O:32])=[O:33])=[C:3]([C:9]([C:11]2[CH:16]=[CH:15][CH:14]=[CH:13][N:12]=2)=[O:10])[CH:4]=1, predict the reactants needed to synthesize it. The reactants are: [NH2:1][C:2]1[CH:7]=[CH:6][C:5]([Cl:8])=[CH:4][C:3]=1[C:9]([C:11]1[CH:16]=[CH:15][CH:14]=[CH:13][N:12]=1)=[O:10].[CH3:17][C:18]([C:25]1[CH:30]=[CH:29][C:28]([S:31](Cl)(=[O:33])=[O:32])=[CH:27][CH:26]=1)([C:20]1[O:21][CH:22]=[CH:23][N:24]=1)[CH3:19].